This data is from NCI-60 drug combinations with 297,098 pairs across 59 cell lines. The task is: Regression. Given two drug SMILES strings and cell line genomic features, predict the synergy score measuring deviation from expected non-interaction effect. (1) Drug 1: C1CCC(C1)C(CC#N)N2C=C(C=N2)C3=C4C=CNC4=NC=N3. Drug 2: C1CCN(CC1)CCOC2=CC=C(C=C2)C(=O)C3=C(SC4=C3C=CC(=C4)O)C5=CC=C(C=C5)O. Cell line: T-47D. Synergy scores: CSS=7.18, Synergy_ZIP=5.43, Synergy_Bliss=6.52, Synergy_Loewe=0.200, Synergy_HSA=1.87. (2) Drug 1: C1=C(C(=O)NC(=O)N1)F. Drug 2: C1CN1P(=S)(N2CC2)N3CC3. Cell line: DU-145. Synergy scores: CSS=47.9, Synergy_ZIP=-8.89, Synergy_Bliss=-9.64, Synergy_Loewe=-6.59, Synergy_HSA=-4.50. (3) Drug 1: CS(=O)(=O)C1=CC(=C(C=C1)C(=O)NC2=CC(=C(C=C2)Cl)C3=CC=CC=N3)Cl. Drug 2: CC(C)(C#N)C1=CC(=CC(=C1)CN2C=NC=N2)C(C)(C)C#N. Cell line: KM12. Synergy scores: CSS=15.2, Synergy_ZIP=-8.12, Synergy_Bliss=-2.26, Synergy_Loewe=-1.15, Synergy_HSA=-0.512. (4) Drug 1: CN(C)N=NC1=C(NC=N1)C(=O)N. Drug 2: C1=CC(=CC=C1CCCC(=O)O)N(CCCl)CCCl. Cell line: CAKI-1. Synergy scores: CSS=45.7, Synergy_ZIP=-2.02, Synergy_Bliss=0.479, Synergy_Loewe=4.99, Synergy_HSA=4.23. (5) Drug 1: CC1=C(N=C(N=C1N)C(CC(=O)N)NCC(C(=O)N)N)C(=O)NC(C(C2=CN=CN2)OC3C(C(C(C(O3)CO)O)O)OC4C(C(C(C(O4)CO)O)OC(=O)N)O)C(=O)NC(C)C(C(C)C(=O)NC(C(C)O)C(=O)NCCC5=NC(=CS5)C6=NC(=CS6)C(=O)NCCC[S+](C)C)O. Drug 2: CC(C)(C#N)C1=CC(=CC(=C1)CN2C=NC=N2)C(C)(C)C#N. Cell line: HCT-15. Synergy scores: CSS=40.6, Synergy_ZIP=-2.44, Synergy_Bliss=3.27, Synergy_Loewe=0.848, Synergy_HSA=3.82. (6) Drug 1: C1CC2CC3=C(CC1C24CN(S(=O)(=O)N4)CC(F)(F)F)C=CC(=C3)C=CCN5CCC(CC5)C(F)(F)F. Drug 2: CCC1=CC2CC(C3=C(CN(C2)C1)C4=CC=CC=C4N3)(C5=C(C=C6C(=C5)C78CCN9C7C(C=CC9)(C(C(C8N6C)(C(=O)OC)O)OC(=O)C)CC)OC)C(=O)OC. Cell line: T-47D. Synergy scores: CSS=38.4, Synergy_ZIP=-2.94, Synergy_Bliss=-1.26, Synergy_Loewe=4.62, Synergy_HSA=6.07.